Task: Binary Classification. Given a drug SMILES string, predict its activity (active/inactive) in a high-throughput screening assay against a specified biological target.. Dataset: In vitro SARS-CoV-2 activity screen of 1,480 approved drugs from Prestwick library The result is 0 (inactive). The compound is Cc1cc(=O)c(C(=O)N[C@@H](C(=O)N[C@@H]2C(=O)N3C(C(=O)O)=C(CSc4nnnn4C)CS[C@H]23)c2ccc(O)cc2)c[nH]1.